From a dataset of NCI-60 drug combinations with 297,098 pairs across 59 cell lines. Regression. Given two drug SMILES strings and cell line genomic features, predict the synergy score measuring deviation from expected non-interaction effect. (1) Drug 1: CCC1(C2=C(COC1=O)C(=O)N3CC4=CC5=C(C=CC(=C5CN(C)C)O)N=C4C3=C2)O.Cl. Drug 2: C1CCC(C(C1)N)N.C(=O)(C(=O)[O-])[O-].[Pt+4]. Cell line: SN12C. Synergy scores: CSS=30.4, Synergy_ZIP=8.08, Synergy_Bliss=16.7, Synergy_Loewe=-12.6, Synergy_HSA=14.3. (2) Drug 1: COC1=NC(=NC2=C1N=CN2C3C(C(C(O3)CO)O)O)N. Cell line: UO-31. Synergy scores: CSS=16.4, Synergy_ZIP=-4.01, Synergy_Bliss=0.889, Synergy_Loewe=-0.745, Synergy_HSA=-0.658. Drug 2: C1=CC=C(C(=C1)C(C2=CC=C(C=C2)Cl)C(Cl)Cl)Cl. (3) Drug 1: CC12CCC(CC1=CCC3C2CCC4(C3CC=C4C5=CN=CC=C5)C)O. Drug 2: CC(CN1CC(=O)NC(=O)C1)N2CC(=O)NC(=O)C2. Cell line: RXF 393. Synergy scores: CSS=26.3, Synergy_ZIP=-3.77, Synergy_Bliss=1.86, Synergy_Loewe=2.54, Synergy_HSA=4.63. (4) Drug 1: CN(C)N=NC1=C(NC=N1)C(=O)N. Drug 2: C1=NC(=NC(=O)N1C2C(C(C(O2)CO)O)O)N. Cell line: HS 578T. Synergy scores: CSS=3.46, Synergy_ZIP=-1.65, Synergy_Bliss=0.384, Synergy_Loewe=-4.25, Synergy_HSA=-1.40. (5) Drug 1: CC1C(C(CC(O1)OC2CC(CC3=C2C(=C4C(=C3O)C(=O)C5=C(C4=O)C(=CC=C5)OC)O)(C(=O)CO)O)N)O. Drug 2: C1CC(CCC1OC2=C(C(=CC=C2)Cl)F)(CC3=NC(=CC=C3)NC4=NC=CS4)C(=O)O. Cell line: NCI-H460. Synergy scores: CSS=58.0, Synergy_ZIP=-5.54, Synergy_Bliss=-7.65, Synergy_Loewe=-5.81, Synergy_HSA=-0.0822. (6) Drug 1: CC12CCC(CC1=CCC3C2CCC4(C3CC=C4C5=CN=CC=C5)C)O. Drug 2: CC1C(C(=O)NC(C(=O)N2CCCC2C(=O)N(CC(=O)N(C(C(=O)O1)C(C)C)C)C)C(C)C)NC(=O)C3=C4C(=C(C=C3)C)OC5=C(C(=O)C(=C(C5=N4)C(=O)NC6C(OC(=O)C(N(C(=O)CN(C(=O)C7CCCN7C(=O)C(NC6=O)C(C)C)C)C)C(C)C)C)N)C. Cell line: OVCAR-8. Synergy scores: CSS=19.6, Synergy_ZIP=25.6, Synergy_Bliss=29.0, Synergy_Loewe=27.8, Synergy_HSA=28.0. (7) Drug 1: CS(=O)(=O)CCNCC1=CC=C(O1)C2=CC3=C(C=C2)N=CN=C3NC4=CC(=C(C=C4)OCC5=CC(=CC=C5)F)Cl. Drug 2: CN1C2=C(C=C(C=C2)N(CCCl)CCCl)N=C1CCCC(=O)O.Cl. Cell line: U251. Synergy scores: CSS=11.8, Synergy_ZIP=-3.49, Synergy_Bliss=-3.71, Synergy_Loewe=-0.331, Synergy_HSA=-1.13.